This data is from Reaction yield outcomes from USPTO patents with 853,638 reactions. The task is: Predict the reaction yield, written as a fraction of the theoretical maximum amount of product (1.0 means a 100% yield; for example, 0.34 means a 34% yield). (1) The reactants are [CH3:1][O:2][C:3](=[O:12])[C:4]1[C:9](Cl)=[CH:8][C:7]([CH3:11])=[N:6][CH:5]=1.[Br:13][C:14]1[C:19]([Cl:20])=[CH:18][C:17]([OH:21])=[C:16]([Cl:22])[CH:15]=1.C(=O)([O-])[O-].[Cs+].[Cs+].C(OCC)(=O)C. The catalyst is CC1C=CC=CC=1C.O. The product is [CH3:1][O:2][C:3](=[O:12])[C:4]1[C:9]([O:21][C:17]2[CH:18]=[C:19]([Cl:20])[C:14]([Br:13])=[CH:15][C:16]=2[Cl:22])=[CH:8][C:7]([CH3:11])=[N:6][CH:5]=1. The yield is 0.0800. (2) The reactants are [CH3:1][C:2]1[NH:6][N:5]=[C:4]([NH2:7])[CH:3]=1.[I-].[K+].[F:10][C:11]1[CH:48]=[CH:47][C:14]([C:15]([C:17]2[N:26]=[C:25](C3C(C(C)C)=C(S([O-])(=O)=O)C(C(C)C)=CC=3C(C)C)[C:24]3[C:19](=[CH:20][C:21]([CH3:46])=[CH:22][CH:23]=3)[N:18]=2)=[O:16])=[CH:13][CH:12]=1.O. The catalyst is CC(N(C)C)=O. The product is [F:10][C:11]1[CH:12]=[CH:13][C:14]([C:15]([C:17]2[N:26]=[C:25]([NH:7][C:4]3[CH:3]=[C:2]([CH3:1])[NH:6][N:5]=3)[C:24]3[C:19](=[CH:20][C:21]([CH3:46])=[CH:22][CH:23]=3)[N:18]=2)=[O:16])=[CH:47][CH:48]=1. The yield is 0.140.